Dataset: Forward reaction prediction with 1.9M reactions from USPTO patents (1976-2016). Task: Predict the product of the given reaction. (1) Given the reactants CC(OC([NH:8][C@@H:9]([C:16]([OH:18])=O)[C:10]1[CH:15]=[CH:14][CH:13]=[CH:12][CH:11]=1)=O)(C)C.[CH3:19][N:20]1[CH2:25][CH2:24][CH:23]([N:26]2[CH2:31][CH2:30][NH:29][CH2:28][CH2:27]2)[CH2:22][CH2:21]1.F[P-](F)(F)(F)(F)F.[N:39]1(O[P+](N(C)C)(N(C)C)N(C)C)C2C=CC=CC=2N=N1.C([O-])(O)=O.[Na+].[Cl:64][C:65]1[CH:70]=[CH:69][C:68]([N:71]=[C:72]=[S:73])=[CH:67][CH:66]=1, predict the reaction product. The product is: [CH3:19][N:20]1[CH2:21][CH2:22][CH:23]([N:26]2[CH2:31][CH2:30][N:29]([NH:39][C:16](=[O:18])[CH:9]([C:10]3[CH:15]=[CH:14][CH:13]=[CH:12][CH:11]=3)[NH:8][C:72]([NH:71][C:68]3[CH:69]=[CH:70][C:65]([Cl:64])=[CH:66][CH:67]=3)=[S:73])[CH2:28][CH2:27]2)[CH2:24][CH2:25]1. (2) Given the reactants [F:1][C:2]([F:15])([F:14])[S:3]([O:6]S(C(F)(F)F)(=O)=O)(=[O:5])=[O:4].O[C:17]1[CH:25]=[CH:24][CH:23]=[C:22]2[C:18]=1[CH2:19][C:20]([CH3:30])([C:26]([O:28][CH3:29])=[O:27])[CH2:21]2.O, predict the reaction product. The product is: [CH3:30][C:20]1([C:26]([O:28][CH3:29])=[O:27])[CH2:21][C:22]2[C:18](=[CH:17][CH:25]=[CH:24][C:23]=2[O:6][S:3]([C:2]([F:15])([F:14])[F:1])(=[O:5])=[O:4])[CH2:19]1. (3) The product is: [Br-:1].[OH:12][C@@H:13]1[CH2:17][CH2:16][N+:15]([CH3:18])([CH2:2][C:3](=[O:4])[NH:5][C:6]2[CH:11]=[N:10][CH:9]=[CH:8][N:7]=2)[CH2:14]1. Given the reactants [Br:1][CH2:2][C:3]([NH:5][C:6]1[CH:11]=[N:10][CH:9]=[CH:8][N:7]=1)=[O:4].[OH:12][C@@H:13]1[CH2:17][CH2:16][N:15]([CH3:18])[C:14]1=O, predict the reaction product.